Dataset: Reaction yield outcomes from USPTO patents with 853,638 reactions. Task: Predict the reaction yield, written as a fraction of the theoretical maximum amount of product (1.0 means a 100% yield; for example, 0.34 means a 34% yield). (1) The reactants are [F:1][C:2]1[CH:3]=[CH:4][C:5]2=[C:6]([CH:22]=1)[O:7][CH2:8][C:9]1[CH:19]=[C:18]([CH2:20]O)[CH:17]=[CH:16][C:10]=1/[C:11]/2=[C:12](/[CH3:15])\[C:13]#[N:14].CS(OS(C)(=O)=O)(=O)=O.[Br-:32].[Li+].N1C(C)=CC=CC=1C. The catalyst is C1COCC1.O. The product is [Br:32][CH2:20][C:18]1[CH:17]=[CH:16][C:10]2/[C:11](=[C:12](/[CH3:15])\[C:13]#[N:14])/[C:5]3[CH:4]=[CH:3][C:2]([F:1])=[CH:22][C:6]=3[O:7][CH2:8][C:9]=2[CH:19]=1. The yield is 0.830. (2) The reactants are [NH2:1][C:2]1[CH:7]=[CH:6][C:5]([NH:8][C:9](=[O:11])[CH3:10])=[CH:4][CH:3]=1.P(=O)(O)(O)O.[N+]([O-])(O)=O.[N:21]([O-])=O.[Na+].[CH3:25][C:26](=[O:31])[CH2:27][C:28](=[O:30])[CH3:29].C([O-])(=O)C.[K+].C([O-])([O-])=O.[Na+].[Na+]. The catalyst is C(O)C. The product is [C:28]([C:27](=[N:21][NH:1][C:2]1[CH:3]=[CH:4][C:5]([NH:8][C:9](=[O:11])[CH3:10])=[CH:6][CH:7]=1)[C:26](=[O:31])[CH3:25])(=[O:30])[CH3:29]. The yield is 0.800. (3) The reactants are [F:1][C:2]1[CH:3]=[C:4]([S:9]([NH2:12])(=[O:11])=[O:10])[CH:5]=[CH:6][C:7]=1F.[NH:13]1[CH2:18][CH2:17][NH:16][CH2:15][CH2:14]1. The catalyst is O. The product is [F:1][C:2]1[CH:3]=[C:4]([S:9]([NH2:12])(=[O:11])=[O:10])[CH:5]=[CH:6][C:7]=1[N:13]1[CH2:18][CH2:17][NH:16][CH2:15][CH2:14]1. The yield is 0.860. (4) The reactants are [NH2:1][C:2]1[NH:6][N:5]=[C:4]([CH3:7])[C:3]=1[C:8]1[S:9][C:10]2[CH:16]=[C:15]([S:17](Cl)(=[O:19])=[O:18])[CH:14]=[CH:13][C:11]=2[N:12]=1.[CH3:21][O:22][C:23]1[CH:30]=[CH:29][C:26]([CH2:27][NH2:28])=[CH:25][CH:24]=1.CN1CCOCC1. The catalyst is CO. The product is [CH3:21][O:22][C:23]1[CH:30]=[CH:29][C:26]([CH2:27][NH:28][S:17]([C:15]2[CH:14]=[CH:13][C:11]3[N:12]=[C:8]([C:3]4[C:4]([CH3:7])=[N:5][NH:6][C:2]=4[NH2:1])[S:9][C:10]=3[CH:16]=2)(=[O:19])=[O:18])=[CH:25][CH:24]=1. The yield is 0.110. (5) The reactants are F[C:2]1[CH:9]=[C:8]([C:10]2[C:18]3[CH2:17][C:16]([CH3:20])([CH3:19])[CH2:15][C:14](=[O:21])[C:13]=3[N:12]([CH3:22])[CH:11]=2)[CH:7]=[CH:6][C:3]=1[C:4]#[N:5].[O:23]1[CH2:27][CH2:26][CH2:25][CH:24]1[CH2:28][NH2:29].C(N(CC)C(C)C)(C)C. The catalyst is CS(C)=O. The yield is 0.840. The product is [O:23]1[CH2:27][CH2:26][CH2:25][CH:24]1[CH2:28][NH:29][C:2]1[CH:9]=[C:8]([C:10]2[C:18]3[CH2:17][C:16]([CH3:20])([CH3:19])[CH2:15][C:14](=[O:21])[C:13]=3[N:12]([CH3:22])[CH:11]=2)[CH:7]=[CH:6][C:3]=1[C:4]#[N:5]. (6) The reactants are [OH:1][CH2:2][C@@H:3]1[CH2:7][N:6]([C:8]([O:10][C:11]([CH3:14])([CH3:13])[CH3:12])=[O:9])[C@H:5]([C:15]([O:17][CH3:18])=[O:16])[CH2:4]1.[C:19](C1C=CC=C(C(C)(C)C)N=1)(C)(C)C.CI. The catalyst is C(Cl)Cl.C(S([O-])(=O)=O)(F)(F)F.[Ag+]. The product is [CH3:19][O:1][CH2:2][C@@H:3]1[CH2:7][N:6]([C:8]([O:10][C:11]([CH3:13])([CH3:14])[CH3:12])=[O:9])[C@H:5]([C:15]([O:17][CH3:18])=[O:16])[CH2:4]1. The yield is 0.780. (7) The reactants are [Cl:1][C:2]1[CH:3]=[C:4]([N:19]2[CH:23]=[N:22][C:21]([C:24]([NH:26][CH2:27][C:28]3[CH:33]=[CH:32][C:31]([OH:34])=[CH:30][CH:29]=3)=[O:25])=[N:20]2)[CH:5]=[C:6]([Cl:18])[C:7]=1[O:8]CC1C=CC(OC)=CC=1.[F:35][C:36]([F:48])([F:47])[O:37][C:38]1[CH:43]=[CH:42][C:41](B(O)O)=[CH:40][CH:39]=1.N1C=CC=CC=1. The catalyst is C(Cl)Cl.C([O-])(=O)C.[Cu+2].C([O-])(=O)C. The product is [Cl:18][C:6]1[CH:5]=[C:4]([N:19]2[CH:23]=[N:22][C:21]([C:24]([NH:26][CH2:27][C:28]3[CH:33]=[CH:32][C:31]([O:34][C:41]4[CH:40]=[CH:39][C:38]([O:37][C:36]([F:35])([F:47])[F:48])=[CH:43][CH:42]=4)=[CH:30][CH:29]=3)=[O:25])=[N:20]2)[CH:3]=[C:2]([Cl:1])[C:7]=1[OH:8]. The yield is 0.580.